Dataset: Forward reaction prediction with 1.9M reactions from USPTO patents (1976-2016). Task: Predict the product of the given reaction. Given the reactants [C:1]([C:3]1[CH:4]=[CH:5][C:6]2[C:7]3[C:8](=[O:30])[C:9]4[CH:21]=[CH:20][C:19](OS(C(F)(F)F)(=O)=O)=[CH:18][C:10]=4[C:11]([CH3:17])([CH3:16])[C:12]=3[NH:13][C:14]=2[N:15]=1)#[N:2].[NH:31]1[CH2:36][CH2:35][NH:34][CH2:33][CH2:32]1, predict the reaction product. The product is: [CH3:16][C:11]1([CH3:17])[C:12]2[NH:13][C:14]3[N:15]=[C:3]([C:1]#[N:2])[CH:4]=[CH:5][C:6]=3[C:7]=2[C:8](=[O:30])[C:9]2[CH:21]=[CH:20][C:19]([N:31]3[CH2:36][CH2:35][NH:34][CH2:33][CH2:32]3)=[CH:18][C:10]1=2.